The task is: Regression. Given two drug SMILES strings and cell line genomic features, predict the synergy score measuring deviation from expected non-interaction effect.. This data is from NCI-60 drug combinations with 297,098 pairs across 59 cell lines. Cell line: 786-0. Synergy scores: CSS=5.38, Synergy_ZIP=-2.32, Synergy_Bliss=-0.485, Synergy_Loewe=-10.3, Synergy_HSA=0.0898. Drug 2: C1=NNC2=C1C(=O)NC=N2. Drug 1: CC(CN1CC(=O)NC(=O)C1)N2CC(=O)NC(=O)C2.